This data is from Forward reaction prediction with 1.9M reactions from USPTO patents (1976-2016). The task is: Predict the product of the given reaction. (1) Given the reactants [F:1][C:2]([F:14])([F:13])[C:3]1[CH:4]=[C:5]([NH2:12])[C:6](=[CH:10][CH:11]=1)[C:7](O)=[O:8].C(O)(=O)C.[O-:19][C:20]#[N:21].[K+].[OH-].[Na+], predict the reaction product. The product is: [F:1][C:2]([F:14])([F:13])[C:3]1[CH:4]=[C:5]2[C:6]([C:7]([OH:8])=[N:21][C:20]([OH:19])=[N:12]2)=[CH:10][CH:11]=1. (2) The product is: [CH3:14][O:13][C:5]1[CH:6]=[C:7]([C:9]([F:12])([F:10])[F:11])[CH:8]=[C:3]([NH:1][N:2]=[CH:22][CH2:21][C:15]2[CH:20]=[CH:19][CH:18]=[CH:17][CH:16]=2)[N:4]=1. Given the reactants [NH:1]([C:3]1[CH:8]=[C:7]([C:9]([F:12])([F:11])[F:10])[CH:6]=[C:5]([O:13][CH3:14])[N:4]=1)[NH2:2].[C:15]1([CH2:21][CH:22]=O)[CH:20]=[CH:19][CH:18]=[CH:17][CH:16]=1, predict the reaction product. (3) Given the reactants [C:1]([C:5]1[CH:6]=[C:7]([C:15]2[CH:23]=[CH:22][CH:21]=[C:20]3[C:16]=2[CH:17]=[CH:18][CH2:19]3)[CH:8]=[C:9]([C:11]([CH3:14])([CH3:13])[CH3:12])[CH:10]=1)([CH3:4])([CH3:3])[CH3:2].[OH-].[K+].[C:26]1(=O)[CH2:29][CH2:28][CH2:27]1.Cl, predict the reaction product. The product is: [C:1]([C:5]1[CH:6]=[C:7]([C:15]2[CH:23]=[CH:22][CH:21]=[C:20]3[C:16]=2[CH:17]=[CH:18][CH:19]3[C:26]2([CH:19]3[C:20]4[C:16](=[C:15]([C:7]5[CH:8]=[C:9]([C:11]([CH3:13])([CH3:12])[CH3:14])[CH:10]=[C:5]([C:1]([CH3:4])([CH3:3])[CH3:2])[CH:6]=5)[CH:23]=[CH:22][CH:21]=4)[CH:17]=[CH:18]3)[CH2:29][CH2:28][CH2:27]2)[CH:8]=[C:9]([C:11]([CH3:14])([CH3:13])[CH3:12])[CH:10]=1)([CH3:2])([CH3:3])[CH3:4]. (4) The product is: [Br:9][C:10]1[CH:11]=[C:12]2[C:16](=[CH:17][CH:18]=1)[NH:15][CH:14]=[C:13]2[C:19]1[C:24]([I:1])=[CH:23][N:22]=[C:21]([NH2:25])[N:20]=1. Given the reactants [I:1]N1C(=O)CCC1=O.[Br:9][C:10]1[CH:11]=[C:12]2[C:16](=[CH:17][CH:18]=1)[NH:15][CH:14]=[C:13]2[C:19]1[CH:24]=[CH:23][N:22]=[C:21]([NH2:25])[N:20]=1, predict the reaction product. (5) Given the reactants [C:1]([O:5][C:6]([N:8]([CH2:22][CH2:23][N:24]([CH3:26])[CH3:25])[S:9]([C:12]1[CH:21]=[CH:20][C:15]([C:16]([O:18]C)=[O:17])=[CH:14][CH:13]=1)(=[O:11])=[O:10])=[O:7])([CH3:4])([CH3:3])[CH3:2].[Li+].[OH-], predict the reaction product. The product is: [C:1]([O:5][C:6]([N:8]([CH2:22][CH2:23][N:24]([CH3:26])[CH3:25])[S:9]([C:12]1[CH:13]=[CH:14][C:15]([C:16]([OH:18])=[O:17])=[CH:20][CH:21]=1)(=[O:11])=[O:10])=[O:7])([CH3:4])([CH3:3])[CH3:2]. (6) Given the reactants [CH3:1][NH:2][C:3]1[CH:8]=[CH:7][CH:6]=[CH:5][CH:4]=1.[Br:9][CH2:10][C:11](Br)=[O:12], predict the reaction product. The product is: [Br:9][CH2:10][C:11]([N:2]([CH3:1])[C:3]1[CH:8]=[CH:7][CH:6]=[CH:5][CH:4]=1)=[O:12].